From a dataset of Forward reaction prediction with 1.9M reactions from USPTO patents (1976-2016). Predict the product of the given reaction. Given the reactants F[C:2]1[CH:7]=[CH:6][CH:5]=[C:4]([F:8])[N:3]=1.[CH3:9][O:10][C:11]1[CH:18]=[CH:17][C:14]([CH2:15][NH2:16])=[CH:13][CH:12]=1.C(N(CC)C(C)C)(C)C, predict the reaction product. The product is: [F:8][C:4]1[N:3]=[C:2]([NH:16][CH2:15][C:14]2[CH:17]=[CH:18][C:11]([O:10][CH3:9])=[CH:12][CH:13]=2)[CH:7]=[CH:6][CH:5]=1.